From a dataset of Catalyst prediction with 721,799 reactions and 888 catalyst types from USPTO. Predict which catalyst facilitates the given reaction. Reactant: [Li+].CC([N-]C(C)C)C.[N:9]1([C:19]([O:21][C:22]([CH3:25])([CH3:24])[CH3:23])=[O:20])[CH2:14][CH2:13][CH:12]([C:15]([O:17][CH3:18])=[O:16])[CH2:11][CH2:10]1.CN(CCN(C)C)C.[O:34]=[CH:35][C@@H:36]([NH:38][C:39](=[O:45])[O:40][C:41]([CH3:44])([CH3:43])[CH3:42])[CH3:37]. Product: [C:41]([O:40][C:39]([NH:38][CH:36]([CH3:37])[CH:35]([C:12]1([C:15]([O:17][CH3:18])=[O:16])[CH2:11][CH2:10][N:9]([C:19]([O:21][C:22]([CH3:25])([CH3:24])[CH3:23])=[O:20])[CH2:14][CH2:13]1)[OH:34])=[O:45])([CH3:44])([CH3:43])[CH3:42]. The catalyst class is: 1.